Dataset: Catalyst prediction with 721,799 reactions and 888 catalyst types from USPTO. Task: Predict which catalyst facilitates the given reaction. (1) Reactant: [Cl:1][C:2]1[CH:7]=[CH:6][C:5]([SH:8])=[CH:4][CH:3]=1.C1(P(C2C=CC=CC=2)C2C=CC=CC=2)C=CC=CC=1.N(C(OC(C)C)=O)=NC(OC(C)C)=O.[F:42][C:43]1[CH:48]=[CH:47][C:46]([F:49])=[CH:45][C:44]=1[CH:50](O)[CH2:51][CH2:52][CH2:53][CH3:54]. Product: [Cl:1][C:2]1[CH:7]=[CH:6][C:5]([S:8][CH:50]([C:44]2[CH:45]=[C:46]([F:49])[CH:47]=[CH:48][C:43]=2[F:42])[CH2:51][CH2:52][CH2:53][CH3:54])=[CH:4][CH:3]=1. The catalyst class is: 2. (2) Reactant: [CH2:1]([C:4]1[C:5]([OH:15])=[C:6]([C:11](=[N:13]O)[CH3:12])[CH:7]=[C:8]([OH:10])[CH:9]=1)[CH:2]=[CH2:3].[C:16]([O-])(=[O:18])[CH3:17].[Na+].C(OC(=O)C)(=O)C. Product: [C:16]([O:10][C:8]1[CH:9]=[C:4]([CH2:1][CH:2]=[CH2:3])[C:5]2[O:15][N:13]=[C:11]([CH3:12])[C:6]=2[CH:7]=1)(=[O:18])[CH3:17]. The catalyst class is: 9. (3) Reactant: [Cl:1][C:2]1[CH:10]=[CH:9][CH:8]=[C:7]2[C:3]=1[C:4](=[O:12])[C:5](=[O:11])[NH:6]2.[C:13](=O)([O-])[O-].[K+].[K+].IC. Product: [Cl:1][C:2]1[CH:10]=[CH:9][CH:8]=[C:7]2[C:3]=1[C:4](=[O:12])[C:5](=[O:11])[N:6]2[CH3:13]. The catalyst class is: 10.